Dataset: Forward reaction prediction with 1.9M reactions from USPTO patents (1976-2016). Task: Predict the product of the given reaction. Given the reactants C1([C@@H](N[C:10](=[O:39])[CH2:11][C@H:12]([OH:38])[CH2:13][C@H:14]([OH:37])/[CH:15]=[CH:16]/[C:17]2[C:18]([CH:34]3[CH2:36][CH2:35]3)=[N:19][C:20]3[C:25]([C:26]=2[C:27]2[CH:32]=[CH:31][C:30]([F:33])=[CH:29][CH:28]=2)=[CH:24][CH:23]=[CH:22][CH:21]=3)C)C=CC=CC=1.[OH2:40].[OH-].[Na+].Cl, predict the reaction product. The product is: [CH:34]1([C:18]2[C:17](/[CH:16]=[CH:15]/[C@@H:14]([OH:37])[CH2:13][C@@H:12]([OH:38])[CH2:11][C:10]([OH:39])=[O:40])=[C:26]([C:27]3[CH:32]=[CH:31][C:30]([F:33])=[CH:29][CH:28]=3)[C:25]3[C:20](=[CH:21][CH:22]=[CH:23][CH:24]=3)[N:19]=2)[CH2:36][CH2:35]1.